This data is from Peptide-MHC class I binding affinity with 185,985 pairs from IEDB/IMGT. The task is: Regression. Given a peptide amino acid sequence and an MHC pseudo amino acid sequence, predict their binding affinity value. This is MHC class I binding data. (1) The peptide sequence is RFSWLSLLV. The MHC is Patr-A0901 with pseudo-sequence Patr-A0901. The binding affinity (normalized) is 1.00. (2) The peptide sequence is FSTSAADIK. The MHC is HLA-A33:01 with pseudo-sequence HLA-A33:01. The binding affinity (normalized) is 0.0506. (3) The MHC is HLA-A33:01 with pseudo-sequence HLA-A33:01. The binding affinity (normalized) is 0. The peptide sequence is RILHNFAYSL. (4) The peptide sequence is VDFIPVENL. The MHC is Patr-B2401 with pseudo-sequence Patr-B2401. The binding affinity (normalized) is 0.337. (5) The peptide sequence is KWMILAAEL. The MHC is HLA-B15:01 with pseudo-sequence HLA-B15:01. The binding affinity (normalized) is 0.579. (6) The peptide sequence is LMWFIISIV. The MHC is HLA-A02:02 with pseudo-sequence HLA-A02:02. The binding affinity (normalized) is 0.621. (7) The peptide sequence is NFINFIKVL. The MHC is HLA-A29:02 with pseudo-sequence HLA-A29:02. The binding affinity (normalized) is 0.149. (8) The peptide sequence is MAAAKTPVIV. The MHC is HLA-A68:02 with pseudo-sequence HLA-A68:02. The binding affinity (normalized) is 0.344.